From a dataset of Forward reaction prediction with 1.9M reactions from USPTO patents (1976-2016). Predict the product of the given reaction. (1) Given the reactants [OH:1][C:2]1[C:9]([N+:10]([O-:12])=[O:11])=[CH:8][C:5]([CH:6]=[O:7])=[CH:4][C:3]=1[CH3:13].C1(O)C=CC=CC=1.[CH3:21][O:22][C:23](=[O:27])[CH:24](Br)[CH3:25], predict the reaction product. The product is: [CH:6]([C:5]1[CH:8]=[C:9]([N+:10]([O-:12])=[O:11])[C:2]([O:1][CH:24]([CH3:25])[C:23]([O:22][CH3:21])=[O:27])=[C:3]([CH3:13])[CH:4]=1)=[O:7]. (2) The product is: [C:12]1([CH2:18][CH2:19][C:20]([N:9]2[CH2:10][CH2:11][CH:7]([C:1]3[CH:6]=[CH:5][CH:4]=[CH:3][CH:2]=3)[CH2:8]2)=[O:21])[CH:17]=[CH:16][CH:15]=[CH:14][CH:13]=1. Given the reactants [C:1]1([CH:7]2[CH2:11][CH2:10][NH:9][CH2:8]2)[CH:6]=[CH:5][CH:4]=[CH:3][CH:2]=1.[C:12]1([CH2:18][CH2:19][C:20](Cl)=[O:21])[CH:17]=[CH:16][CH:15]=[CH:14][CH:13]=1.C(N(CC)CC)C, predict the reaction product. (3) Given the reactants [C:1]([O:5][C:6]([NH:8][CH:9]([CH2:13][C:14]1[N:15]=[CH:16][N:17]([C:19]([C:32]2[CH:37]=[CH:36][CH:35]=[CH:34][CH:33]=2)([C:26]2[CH:31]=[CH:30][CH:29]=[CH:28][CH:27]=2)[C:20]2[CH:25]=[CH:24][CH:23]=[CH:22][CH:21]=2)[CH:18]=1)[C:10]([OH:12])=O)=[O:7])([CH3:4])([CH3:3])[CH3:2].CCN(C(C)C)C(C)C.F[P-](F)(F)(F)(F)F.N1(O[P+](N(C)C)(N(C)C)N(C)C)C2C=CC=CC=2N=N1.Cl.[CH3:75][NH:76][O:77][CH3:78], predict the reaction product. The product is: [C:1]([O:5][C:6](=[O:7])[NH:8][CH:9]([C:10](=[O:12])[N:76]([O:77][CH3:78])[CH3:75])[CH2:13][C:14]1[N:15]=[CH:16][N:17]([C:19]([C:20]2[CH:21]=[CH:22][CH:23]=[CH:24][CH:25]=2)([C:26]2[CH:27]=[CH:28][CH:29]=[CH:30][CH:31]=2)[C:32]2[CH:37]=[CH:36][CH:35]=[CH:34][CH:33]=2)[CH:18]=1)([CH3:4])([CH3:3])[CH3:2]. (4) Given the reactants [C:1]([C:5]1[CH:10]=[CH:9][C:8]([C:11](=[O:16])[CH2:12][CH2:13][CH2:14]Cl)=[CH:7][CH:6]=1)([CH3:4])([CH3:3])[CH3:2].[I-].[K+].[C:19]1([C:25]([CH:27]2[CH2:32][CH2:31][NH:30][CH2:29][CH2:28]2)=[O:26])[CH:24]=[CH:23][CH:22]=[CH:21][CH:20]=1.C(=O)([O-])[O-].[K+].[K+], predict the reaction product. The product is: [C:25]([CH:27]1[CH2:32][CH2:31][N:30]([CH2:14][CH2:13][CH2:12][C:11]([C:8]2[CH:9]=[CH:10][C:5]([C:1]([CH3:4])([CH3:3])[CH3:2])=[CH:6][CH:7]=2)=[O:16])[CH2:29][CH2:28]1)(=[O:26])[C:19]1[CH:24]=[CH:23][CH:22]=[CH:21][CH:20]=1. (5) Given the reactants [CH2:1]=[CH:2][C:3](=[CH2:5])[CH3:4].[CH3:6][CH2:7][C:8]([CH2:10][CH2:11]/[CH:12]=[C:13](/[CH2:15][CH2:16][CH:17]=[C:18]([CH3:20])[CH3:19])\[CH3:14])=[CH2:9], predict the reaction product. The product is: [CH3:6][CH2:7][C:8]([CH2:10][CH2:11]/[CH:12]=[C:13](/[CH2:15][CH2:16][CH:17]=[C:18]([CH3:19])[CH3:20])\[CH3:14])=[CH2:9].[CH2:1]=[CH:2][C:3](=[CH2:4])[CH3:5].[CH3:1][CH2:2][C:3]([CH2:4][CH2:6]/[CH:7]=[C:8](/[CH2:10][CH2:11][CH:12]=[C:13]([CH3:15])[CH3:14])\[CH3:9])=[CH2:5]. (6) Given the reactants [CH3:1][O:2][C:3]1[CH:8]=[C:7]([O:9][CH3:10])[CH:6]=[CH:5][C:4]=1[C:11]1[C:19]2[O:18][CH:17]([CH2:20][NH2:21])[CH2:16][C:15]=2[CH:14]=[CH:13][CH:12]=1.C(N(C(C)C)CC)(C)C.Cl[C:32]([O:34][CH2:35][C:36]1[CH:41]=[CH:40][CH:39]=[CH:38][CH:37]=1)=[O:33], predict the reaction product. The product is: [CH3:1][O:2][C:3]1[CH:8]=[C:7]([O:9][CH3:10])[CH:6]=[CH:5][C:4]=1[C:11]1[C:19]2[O:18][CH:17]([CH2:20][NH:21][C:32](=[O:33])[O:34][CH2:35][C:36]3[CH:41]=[CH:40][CH:39]=[CH:38][CH:37]=3)[CH2:16][C:15]=2[CH:14]=[CH:13][CH:12]=1. (7) Given the reactants [N:1]1([CH2:5][C@H:6]([C:9]2[CH:14]=[CH:13][C:12]([O:15][CH2:16][CH2:17][O:18]C3CCCCO3)=[CH:11][CH:10]=2)[NH:7][CH3:8])[CH2:4][CH2:3][CH2:2]1.[Cl:25][C:26]1[CH:27]=[C:28]([CH2:33][C:34](O)=[O:35])[CH:29]=[CH:30][C:31]=1[Cl:32].C(N(CC)C(C)C)(C)C.F[B-](F)(F)F.N1(OC(N(C)C)=[N+](C)C)C2C=CC=CC=2N=N1.CC1C=CC(S(O)(=O)=O)=CC=1, predict the reaction product. The product is: [N:1]1([CH2:5][C@@H:6]([N:7]([CH3:8])[C:34](=[O:35])[CH2:33][C:28]2[CH:29]=[CH:30][C:31]([Cl:32])=[C:26]([Cl:25])[CH:27]=2)[C:9]2[CH:10]=[CH:11][C:12]([O:15][CH2:16][CH2:17][OH:18])=[CH:13][CH:14]=2)[CH2:2][CH2:3][CH2:4]1. (8) Given the reactants B.[C:2]12[CH2:9][CH:8]([C:10](O)=[O:11])[C:7]1=[CH:6][CH:5]=[CH:4][CH:3]=2, predict the reaction product. The product is: [C:2]12[CH2:9][CH:8]([CH2:10][OH:11])[C:7]1=[CH:6][CH:5]=[CH:4][CH:3]=2. (9) The product is: [C:1]([O:5][C:6]([N:8]1[CH2:14][CH2:13][C:12]2[CH:15]=[C:16]([O:19][CH2:29][C:30]3[CH:31]=[CH:32][C:33]([C:34]([O:36][CH3:37])=[O:35])=[CH:38][CH:39]=3)[CH:17]=[CH:18][C:11]=2[CH2:10][CH2:9]1)=[O:7])([CH3:4])([CH3:2])[CH3:3]. Given the reactants [C:1]([O:5][C:6]([N:8]1[CH2:14][CH2:13][C:12]2[CH:15]=[C:16]([OH:19])[CH:17]=[CH:18][C:11]=2[CH2:10][CH2:9]1)=[O:7])([CH3:4])([CH3:3])[CH3:2].C(=O)([O-])[O-].[K+].[K+].[I-].[K+].Br[CH2:29][C:30]1[CH:39]=[CH:38][C:33]([C:34]([O:36][CH3:37])=[O:35])=[CH:32][CH:31]=1, predict the reaction product.